Task: Predict which catalyst facilitates the given reaction.. Dataset: Catalyst prediction with 721,799 reactions and 888 catalyst types from USPTO Reactant: C[O:2][C:3]([C:5]1[C:10]([S:11][CH3:12])=[C:9]([NH2:13])[N:8]=[C:7]([C:14]2[CH:19]=[CH:18][C:17]([Cl:20])=[C:16]([O:21][CH3:22])[C:15]=2[F:23])[N:6]=1)=[O:4].[OH-].[Na+].Cl. Product: [NH2:13][C:9]1[N:8]=[C:7]([C:14]2[CH:19]=[CH:18][C:17]([Cl:20])=[C:16]([O:21][CH3:22])[C:15]=2[F:23])[N:6]=[C:5]([C:3]([OH:4])=[O:2])[C:10]=1[S:11][CH3:12]. The catalyst class is: 5.